This data is from Full USPTO retrosynthesis dataset with 1.9M reactions from patents (1976-2016). The task is: Predict the reactants needed to synthesize the given product. (1) Given the product [Cl:10][CH2:11][C:12]1[N:9]=[C:1]([C:2]2[CH:7]=[CH:6][CH:5]=[CH:4][CH:3]=2)[O:8][CH:14]=1, predict the reactants needed to synthesize it. The reactants are: [C:1]([NH2:9])(=[O:8])[C:2]1[CH:7]=[CH:6][CH:5]=[CH:4][CH:3]=1.[Cl:10][CH2:11][C:12]([CH2:14]Cl)=O. (2) Given the product [CH3:14][C:15]([OH:32])([CH3:31])[CH2:16][N:17]1[CH:21]=[C:20]([C:2]2[CH:3]=[CH:4][C:5]3[CH:10]=[N:9][C:8]([S:11][CH3:12])=[N:7][C:6]=3[N:13]=2)[CH:19]=[N:18]1, predict the reactants needed to synthesize it. The reactants are: Cl[C:2]1[CH:3]=[CH:4][C:5]2[CH:10]=[N:9][C:8]([S:11][CH3:12])=[N:7][C:6]=2[N:13]=1.[CH3:14][C:15]([OH:32])([CH3:31])[CH2:16][N:17]1[CH:21]=[C:20](B2OC(C)(C)C(C)(C)O2)[CH:19]=[N:18]1.C([O-])([O-])=O.[Na+].[Na+]. (3) Given the product [Br:34][C:35]1[CH:40]=[CH:39][C:38]([O:41][CH:52]([C:49]2[CH:48]=[CH:47][C:46]([Cl:45])=[CH:51][CH:50]=2)[CH2:53][CH2:54][CH3:55])=[C:37]([N+:42]([O-:44])=[O:43])[CH:36]=1, predict the reactants needed to synthesize it. The reactants are: C1(P(C2C=CC=CC=2)C2C=CC=CC=2)C=CC=CC=1.CC(OC(/N=N/C(OC(C)C)=O)=O)C.[Br:34][C:35]1[CH:40]=[CH:39][C:38]([OH:41])=[C:37]([N+:42]([O-:44])=[O:43])[CH:36]=1.[Cl:45][C:46]1[CH:51]=[CH:50][C:49]([CH:52](O)[CH2:53][CH2:54][CH3:55])=[CH:48][CH:47]=1. (4) Given the product [C:1]([O:5][C:6]([N:8]1[CH2:13][CH2:12][C:11](=[C:14]([C:20]2[CH:25]=[CH:24][CH:23]=[CH:22][CH:21]=2)[C:15]2[NH:28][N:27]=[C:17]([CH3:18])[CH:16]=2)[CH2:10][CH2:9]1)=[O:7])([CH3:4])([CH3:3])[CH3:2], predict the reactants needed to synthesize it. The reactants are: [C:1]([O:5][C:6]([N:8]1[CH2:13][CH2:12][C:11](=[C:14]([C:20]2[CH:25]=[CH:24][CH:23]=[CH:22][CH:21]=2)[C:15]#[C:16][C:17](=O)[CH3:18])[CH2:10][CH2:9]1)=[O:7])([CH3:4])([CH3:3])[CH3:2].O.[NH2:27][NH2:28].